Dataset: NCI-60 drug combinations with 297,098 pairs across 59 cell lines. Task: Regression. Given two drug SMILES strings and cell line genomic features, predict the synergy score measuring deviation from expected non-interaction effect. Drug 1: CC1=CC=C(C=C1)C2=CC(=NN2C3=CC=C(C=C3)S(=O)(=O)N)C(F)(F)F. Drug 2: CCN(CC)CCNC(=O)C1=C(NC(=C1C)C=C2C3=C(C=CC(=C3)F)NC2=O)C. Cell line: MOLT-4. Synergy scores: CSS=4.92, Synergy_ZIP=-2.65, Synergy_Bliss=-5.77, Synergy_Loewe=-13.3, Synergy_HSA=-4.03.